From a dataset of Forward reaction prediction with 1.9M reactions from USPTO patents (1976-2016). Predict the product of the given reaction. (1) Given the reactants Br[C:2]1[CH:3]=[CH:4][C:5]([CH2:8][N:9]2[CH2:14][CH2:13][N:12]([C:15]([O:17][C:18]([CH3:21])([CH3:20])[CH3:19])=[O:16])[CH2:11][CH2:10]2)=[N:6][CH:7]=1.[F:22][C:23]1[CH:24]=[C:25](B(O)O)[CH:26]=[CH:27][CH:28]=1.C(=O)([O-])[O-].[K+].[K+].O1CCOCC1, predict the reaction product. The product is: [F:22][C:23]1[CH:28]=[C:27]([C:2]2[CH:3]=[CH:4][C:5]([CH2:8][N:9]3[CH2:14][CH2:13][N:12]([C:15]([O:17][C:18]([CH3:21])([CH3:20])[CH3:19])=[O:16])[CH2:11][CH2:10]3)=[N:6][CH:7]=2)[CH:26]=[CH:25][CH:24]=1. (2) Given the reactants [CH3:1][N:2]([CH3:29])[C:3]1[C:27]([CH3:28])=[CH:26][C:6]2[N:7]=[C:8]3[C:13]([N:14]([CH2:15][CH2:16][CH2:17][CH2:18][CH2:19][CH2:20][C:21]([OH:23])=[O:22])[C:5]=2[CH:4]=1)=[N:12][C:11](=[O:24])[NH:10][C:9]3=[O:25].S(=O)(=O)(O)O.[CH2:35](N(CC)CC)C, predict the reaction product. The product is: [CH3:35][O:22][C:21](=[O:23])[CH2:20][CH2:19][CH2:18][CH2:17][CH2:16][CH2:15][N:14]1[C:13]2[C:8]([C:9](=[O:25])[NH:10][C:11](=[O:24])[N:12]=2)=[N:7][C:6]2[CH:26]=[C:27]([CH3:28])[C:3]([N:2]([CH3:1])[CH3:29])=[CH:4][C:5]1=2. (3) Given the reactants [CH2:1]([O:3][C:4]1[CH:5]=[C:6]([C:12]2[CH2:17][CH2:16][CH2:15][NH:14][N:13]=2)[CH:7]=[CH:8][C:9]=1[O:10][CH3:11])[CH3:2].[CH3:18][C:19]1[N:20]=[C:21]([C:27]2[CH:32]=[N:31][CH:30]=[CH:29][N:28]=2)[S:22][C:23]=1[C:24](Cl)=[O:25], predict the reaction product. The product is: [CH2:1]([O:3][C:4]1[CH:5]=[C:6]([C:12]2[CH2:17][CH2:16][CH2:15][N:14]([C:24]([C:23]3[S:22][C:21]([C:27]4[CH:32]=[N:31][CH:30]=[CH:29][N:28]=4)=[N:20][C:19]=3[CH3:18])=[O:25])[N:13]=2)[CH:7]=[CH:8][C:9]=1[O:10][CH3:11])[CH3:2]. (4) Given the reactants [C:1]([C:3]1[C:4]([N:18]2[CH2:23][CH2:22][NH:21][CH2:20][CH2:19]2)=[N:5][C:6]([C:14]([F:17])([F:16])[F:15])=[C:7]([CH:13]=1)[C:8]([O:10][CH2:11][CH3:12])=[O:9])#[N:2].[N:24]([C:27]1[CH:35]=[CH:34][C:30]([N:31]([CH3:33])[CH3:32])=[CH:29][CH:28]=1)=[C:25]=[O:26], predict the reaction product. The product is: [C:1]([C:3]1[C:4]([N:18]2[CH2:23][CH2:22][N:21]([C:25]([NH:24][C:27]3[CH:35]=[CH:34][C:30]([N:31]([CH3:33])[CH3:32])=[CH:29][CH:28]=3)=[O:26])[CH2:20][CH2:19]2)=[N:5][C:6]([C:14]([F:15])([F:17])[F:16])=[C:7]([CH:13]=1)[C:8]([O:10][CH2:11][CH3:12])=[O:9])#[N:2]. (5) Given the reactants [CH2:1]([O:4][C:5]([C:7]1[CH:8]=[C:9]2[C:13](=[CH:14][C:15]=1[CH2:16]Br)[N:12]([CH3:18])[N:11]=[CH:10]2)=[O:6])[CH2:2][CH3:3].[C:19]1([OH:25])[CH:24]=[CH:23][CH:22]=[CH:21][CH:20]=1.C(=O)([O-])[O-].[K+].[K+], predict the reaction product. The product is: [CH2:1]([O:4][C:5]([C:7]1[CH:8]=[C:9]2[C:13](=[CH:14][C:15]=1[CH2:16][O:25][C:19]1[CH:24]=[CH:23][CH:22]=[CH:21][CH:20]=1)[N:12]([CH3:18])[N:11]=[CH:10]2)=[O:6])[CH2:2][CH3:3].